This data is from Reaction yield outcomes from USPTO patents with 853,638 reactions. The task is: Predict the reaction yield, written as a fraction of the theoretical maximum amount of product (1.0 means a 100% yield; for example, 0.34 means a 34% yield). (1) The reactants are [NH2:1][C:2]1[CH:3]=[C:4]([CH:8]=[CH:9][CH:10]=1)[C:5]([NH2:7])=[O:6].[CH3:11][O:12][C:13]1[CH:14]=[C:15](B(O)O)[CH:16]=[CH:17][C:18]=1[F:19].O.[C:24]([OH:28])(=[O:27])[CH:25]=O. The catalyst is C(#N)C.CN(C=O)C. The product is [C:5]([C:4]1[CH:3]=[C:2]([NH:1][CH:25]([C:15]2[CH:16]=[CH:17][C:18]([F:19])=[C:13]([O:12][CH3:11])[CH:14]=2)[C:24]([OH:28])=[O:27])[CH:10]=[CH:9][CH:8]=1)(=[O:6])[NH2:7]. The yield is 0.600. (2) The yield is 0.770. The catalyst is CC#N.O. The product is [C:30]([O:29][C:27]([NH:26][C:23]1[N:22]=[CH:21][C:20]([CH2:19][CH:5]([CH2:6][P:7]([OH:18])([CH2:9][CH2:10][CH2:11][C:12]2[CH:13]=[CH:14][CH:15]=[CH:16][CH:17]=2)=[O:8])[C:4]([OH:34])=[O:3])=[CH:25][CH:24]=1)=[O:28])([CH3:33])([CH3:31])[CH3:32]. The reactants are C([O:3][C:4](=[O:34])[CH:5]([CH2:19][C:20]1[CH:21]=[N:22][C:23]([NH:26][C:27]([O:29][C:30]([CH3:33])([CH3:32])[CH3:31])=[O:28])=[CH:24][CH:25]=1)[CH2:6][P:7]([OH:18])([CH2:9][CH2:10][CH2:11][C:12]1[CH:17]=[CH:16][CH:15]=[CH:14][CH:13]=1)=[O:8])C.[Li+].[OH-].C(OC(=O)C)C.